This data is from Full USPTO retrosynthesis dataset with 1.9M reactions from patents (1976-2016). The task is: Predict the reactants needed to synthesize the given product. (1) Given the product [C:1]1([C:7]2[N:8]=[CH:9][C:10]([N:19]([CH:21]3[C:29]4[C:24](=[C:25]([OH:30])[CH:26]=[CH:27][CH:28]=4)[CH2:23][CH2:22]3)[CH3:20])=[N:11][C:12]=2[C:13]2[CH:18]=[CH:17][CH:16]=[CH:15][CH:14]=2)[CH:6]=[CH:5][CH:4]=[CH:3][CH:2]=1, predict the reactants needed to synthesize it. The reactants are: [C:1]1([C:7]2[N:8]=[CH:9][C:10]([N:19]([CH:21]3[C:29]4[C:24](=[C:25]([O:30]COC)[CH:26]=[CH:27][CH:28]=4)[CH2:23][CH2:22]3)[CH3:20])=[N:11][C:12]=2[C:13]2[CH:18]=[CH:17][CH:16]=[CH:15][CH:14]=2)[CH:6]=[CH:5][CH:4]=[CH:3][CH:2]=1.O.C(=O)([O-])O.[Na+]. (2) Given the product [CH3:36][C:34]1([CH3:35])[C:30]([CH3:31])([CH3:32])[O:29][B:24]([C:8]2[S:7][C:6]([CH2:1][CH2:2][CH2:3][CH2:4][CH3:5])=[CH:10][CH:9]=2)[O:33]1, predict the reactants needed to synthesize it. The reactants are: [CH2:1]([C:6]1[S:7][CH:8]=[CH:9][CH:10]=1)[CH2:2][CH2:3][CH2:4][CH3:5].OC(C(O)(C)C)(C)C.[Li]CCCC.[B:24]([O:33][CH:34]([CH3:36])[CH3:35])([O:29][CH:30]([CH3:32])[CH3:31])OC(C)C. (3) Given the product [O:1]1[C:5]2[CH:6]=[CH:7][CH:8]=[CH:9][C:4]=2[CH:3]=[C:2]1[CH2:10][O:11][C:12]1[CH:22]=[CH:21][C:15]([CH2:16][OH:17])=[CH:14][CH:13]=1, predict the reactants needed to synthesize it. The reactants are: [O:1]1[C:5]2[CH:6]=[CH:7][CH:8]=[CH:9][C:4]=2[CH:3]=[C:2]1[CH2:10][O:11][C:12]1[CH:22]=[CH:21][C:15]([C:16](OCC)=[O:17])=[CH:14][CH:13]=1.[H-].[H-].[H-].[H-].[Li+].[Al+3]. (4) Given the product [CH:64]([C:63]1[CH:66]=[CH:67][C:60]([C:57]([CH3:59])([CH3:58])[C:55]#[N:56])=[CH:61][CH:62]=1)=[O:53], predict the reactants needed to synthesize it. The reactants are: [H-].C(N([Al](N(CCCCCC)CCCCCC)N(CCCCCC)CCCCCC)CCCCCC)CCCCC.[Li+].N[C@H](C(O)=[O:53])CC1CCCCC1.[C:55]([C:57]([C:60]1[CH:67]=[CH:66][C:63]([C:64]#N)=[CH:62][CH:61]=1)([CH3:59])[CH3:58])#[N:56]. (5) Given the product [CH:11]1[C:12]2[C:13](=[O:15])[CH2:5][CH2:6][C:7]=2[CH:8]=[CH:9][N:10]=1, predict the reactants needed to synthesize it. The reactants are: C(OC(=O)[CH2:5][CH2:6][C:7]1[C:12]([C:13]([O:15]C)=O)=[CH:11][N:10]=[CH:9][CH:8]=1)C.[H-].[Na+].CO. (6) Given the product [Cl:1][C:2]1[C:3]([F:23])=[C:4]([NH:5][C:6]2[C:15]3[C:10](=[CH:11][C:12]([O:18][CH3:19])=[C:13]([CH2:16][NH:24][CH2:25][CH2:26][O:27][CH3:28])[CH:14]=3)[N:9]=[CH:8][N:7]=2)[CH:20]=[CH:21][CH:22]=1, predict the reactants needed to synthesize it. The reactants are: [Cl:1][C:2]1[C:3]([F:23])=[C:4]([CH:20]=[CH:21][CH:22]=1)[NH:5][C:6]1[C:15]2[C:10](=[CH:11][C:12]([O:18][CH3:19])=[C:13]([CH:16]=O)[CH:14]=2)[N:9]=[CH:8][N:7]=1.[NH2:24][CH2:25][CH2:26][O:27][CH3:28].